From a dataset of Reaction yield outcomes from USPTO patents with 853,638 reactions. Predict the reaction yield, written as a fraction of the theoretical maximum amount of product (1.0 means a 100% yield; for example, 0.34 means a 34% yield). (1) The reactants are Cl[C:2]1[C:11]2[C:6](=[CH:7][C:8]([O:20][CH3:21])=[CH:9][C:10]=2[O:12][CH:13]2[CH2:18][CH2:17][N:16]([CH3:19])[CH2:15][CH2:14]2)[N:5]=[CH:4][N:3]=1.[NH2:22][C:23]1[CH:27]=[C:26]([CH2:28][C:29]([OH:31])=[O:30])[NH:25][N:24]=1. The catalyst is CC(N(C)C)=O.Cl.O1CCOCC1. The product is [CH3:21][O:20][C:8]1[CH:7]=[C:6]2[C:11]([C:2]([NH:22][C:23]3[NH:24][N:25]=[C:26]([CH2:28][C:29]([OH:31])=[O:30])[CH:27]=3)=[N:3][CH:4]=[N:5]2)=[C:10]([O:12][CH:13]2[CH2:18][CH2:17][N:16]([CH3:19])[CH2:15][CH2:14]2)[CH:9]=1. The yield is 0.780. (2) The reactants are [N:1]1[CH:6]=[CH:5][C:4]([C:7]2[CH:12]=[C:11]([C:13]([F:16])([F:15])[F:14])[CH:10]=[CH:9][C:8]=2[OH:17])=[CH:3][N:2]=1.[C:18]([C:20]1[CH:21]=[C:22]([S:27]([N:30]([CH2:36][C:37]2[CH:42]=[CH:41][C:40]([O:43][CH3:44])=[CH:39][C:38]=2[O:45][CH3:46])[C:31]2[S:35][N:34]=[CH:33][N:32]=2)(=[O:29])=[O:28])[CH:23]=[CH:24][C:25]=1F)#[N:19].C(=O)([O-])[O-].[K+].[K+].O. The catalyst is CS(C)=O. The product is [C:18]([C:20]1[CH:21]=[C:22]([S:27]([N:30]([CH2:36][C:37]2[CH:42]=[CH:41][C:40]([O:43][CH3:44])=[CH:39][C:38]=2[O:45][CH3:46])[C:31]2[S:35][N:34]=[CH:33][N:32]=2)(=[O:29])=[O:28])[CH:23]=[CH:24][C:25]=1[O:17][C:8]1[CH:9]=[CH:10][C:11]([C:13]([F:15])([F:16])[F:14])=[CH:12][C:7]=1[C:4]1[CH:5]=[CH:6][N:1]=[N:2][CH:3]=1)#[N:19]. The yield is 0.360.